From a dataset of NCI-60 drug combinations with 297,098 pairs across 59 cell lines. Regression. Given two drug SMILES strings and cell line genomic features, predict the synergy score measuring deviation from expected non-interaction effect. (1) Drug 1: CC12CCC(CC1=CCC3C2CCC4(C3CC=C4C5=CN=CC=C5)C)O. Cell line: SNB-19. Drug 2: C1=CC=C(C(=C1)C(C2=CC=C(C=C2)Cl)C(Cl)Cl)Cl. Synergy scores: CSS=8.14, Synergy_ZIP=-0.0428, Synergy_Bliss=3.18, Synergy_Loewe=2.29, Synergy_HSA=3.22. (2) Drug 1: C#CCC(CC1=CN=C2C(=N1)C(=NC(=N2)N)N)C3=CC=C(C=C3)C(=O)NC(CCC(=O)O)C(=O)O. Drug 2: C1=NNC2=C1C(=O)NC=N2. Cell line: SW-620. Synergy scores: CSS=16.6, Synergy_ZIP=-1.53, Synergy_Bliss=3.46, Synergy_Loewe=-13.5, Synergy_HSA=1.54. (3) Drug 1: C1CC(=O)NC(=O)C1N2CC3=C(C2=O)C=CC=C3N. Drug 2: CC1=C(C=C(C=C1)NC(=O)C2=CC=C(C=C2)CN3CCN(CC3)C)NC4=NC=CC(=N4)C5=CN=CC=C5. Cell line: MCF7. Synergy scores: CSS=0.289, Synergy_ZIP=1.25, Synergy_Bliss=2.69, Synergy_Loewe=0.391, Synergy_HSA=-0.447.